From a dataset of Full USPTO retrosynthesis dataset with 1.9M reactions from patents (1976-2016). Predict the reactants needed to synthesize the given product. Given the product [CH3:1][N:2]([CH3:18])[CH:3]1[CH2:7][CH2:6][N:5]([C:8]2[O:9][C:10]3[CH:16]=[CH:15][C:14]([NH:17][C:30]([C:29]4[CH:28]=[CH:27][C:26]([C:23]5[CH:24]=[CH:25][C:20]([F:19])=[CH:21][CH:22]=5)=[CH:34][CH:33]=4)=[O:31])=[CH:13][C:11]=3[N:12]=2)[CH2:4]1, predict the reactants needed to synthesize it. The reactants are: [CH3:1][N:2]([CH3:18])[CH:3]1[CH2:7][CH2:6][N:5]([C:8]2[O:9][C:10]3[CH:16]=[CH:15][C:14]([NH2:17])=[CH:13][C:11]=3[N:12]=2)[CH2:4]1.[F:19][C:20]1[CH:25]=[CH:24][C:23]([C:26]2[CH:34]=[CH:33][C:29]([C:30](O)=[O:31])=[CH:28][CH:27]=2)=[CH:22][CH:21]=1.CN(C(ON1N=NC2C=CC=NC1=2)=[N+](C)C)C.F[P-](F)(F)(F)(F)F.CCN(C(C)C)C(C)C.